The task is: Predict the reactants needed to synthesize the given product.. This data is from Full USPTO retrosynthesis dataset with 1.9M reactions from patents (1976-2016). (1) The reactants are: C(ON[C:10]([C@H:12]1[C@@H:17]([OH:18])[C@H:16]([OH:19])[C@@H:15]([OH:20])[CH2:14][N:13]1[S:21]([C:24]1[CH:29]=[CH:28][C:27]([O:30][CH3:31])=[CH:26][CH:25]=1)(=[O:23])=[O:22])=[O:11])C1C=CC=CC=1.C[OH:33]. Given the product [OH:18][C@H:17]1[C@H:16]([OH:19])[C@@H:15]([OH:20])[CH2:14][N:13]([S:21]([C:24]2[CH:29]=[CH:28][C:27]([O:30][CH3:31])=[CH:26][CH:25]=2)(=[O:23])=[O:22])[C@H:12]1[C:10]([OH:33])=[O:11], predict the reactants needed to synthesize it. (2) Given the product [CH3:21][C:22]1[CH:29]=[CH:28][CH:27]=[C:26]([CH3:30])[C:23]=1[CH2:24][O:1][C:2]1[CH:3]=[C:4]([CH2:9][C:10]([O:12][CH2:13][CH3:14])=[O:11])[CH:5]=[CH:6][C:7]=1[CH3:8], predict the reactants needed to synthesize it. The reactants are: [OH:1][C:2]1[CH:3]=[C:4]([CH2:9][C:10]([O:12][CH2:13][CH3:14])=[O:11])[CH:5]=[CH:6][C:7]=1[CH3:8].C([O-])([O-])=O.[K+].[K+].[CH3:21][C:22]1[CH:29]=[CH:28][CH:27]=[C:26]([CH3:30])[C:23]=1[CH2:24]Cl. (3) The reactants are: [CH2:1]1[NH:6][CH2:5][CH2:4][N:3]2[CH2:7][CH2:8][CH2:9][CH2:10][CH:2]12.[C:11]([O:15][CH2:16][CH3:17])(=[O:14])[CH:12]=[CH2:13]. Given the product [CH2:1]1[N:6]([CH2:13][CH2:12][C:11]([O:15][CH2:16][CH3:17])=[O:14])[CH2:5][CH2:4][N:3]2[CH2:7][CH2:8][CH2:9][CH2:10][CH:2]12, predict the reactants needed to synthesize it. (4) Given the product [O:35]=[S:2]1(=[O:1])[C:8]2[CH:9]=[C:10]([O:14][CH2:15][C:16]([OH:18])=[O:17])[C:11]([Br:13])=[CH:12][C:7]=2[N:6]([C:21]2[CH:26]=[CH:25][CH:24]=[CH:23][CH:22]=2)[CH2:5][C:4]([CH2:31][CH2:32][CH2:33][CH3:34])([CH2:27][CH2:28][CH2:29][CH3:30])[CH2:3]1, predict the reactants needed to synthesize it. The reactants are: [O:1]=[S:2]1(=[O:35])[C:8]2[CH:9]=[C:10]([O:14][CH2:15][C:16]([O:18]CC)=[O:17])[C:11]([Br:13])=[CH:12][C:7]=2[N:6]([C:21]2[CH:26]=[CH:25][CH:24]=[CH:23][CH:22]=2)[CH2:5][C:4]([CH2:31][CH2:32][CH2:33][CH3:34])([CH2:27][CH2:28][CH2:29][CH3:30])[CH2:3]1.[OH-].[Na+].C(O)(=O)C. (5) Given the product [C:23]([NH:27][S:28]([C:31]1[S:32][C:33]([C:2]2[CH:7]=[CH:6][CH:5]=[C:4]([C:8]3[N:9]=[C:10]([CH3:22])[CH:11]=[C:12]([C:14]4[CH:19]=[CH:18][C:17]([Cl:20])=[C:16]([Cl:21])[CH:15]=4)[N:13]=3)[CH:3]=2)=[CH:34][CH:35]=1)(=[O:29])=[O:30])([CH3:26])([CH3:24])[CH3:25], predict the reactants needed to synthesize it. The reactants are: Br[C:2]1[CH:3]=[C:4]([C:8]2[N:13]=[C:12]([C:14]3[CH:19]=[CH:18][C:17]([Cl:20])=[C:16]([Cl:21])[CH:15]=3)[CH:11]=[C:10]([CH3:22])[N:9]=2)[CH:5]=[CH:6][CH:7]=1.[C:23]([NH:27][S:28]([C:31]1[S:32][C:33](B2OC(C)(C)C(C)(C)O2)=[CH:34][CH:35]=1)(=[O:30])=[O:29])([CH3:26])([CH3:25])[CH3:24]. (6) Given the product [CH2:1]([NH:8][C:22]([C:21]1[C:16]([NH:15][CH:9]2[CH2:10][CH2:11][CH2:12][CH2:13][CH2:14]2)=[C:17]2[CH:27]=[N:26][NH:25][C:18]2=[N:19][CH:20]=1)=[O:23])[C:2]1[CH:7]=[CH:6][CH:5]=[CH:4][CH:3]=1, predict the reactants needed to synthesize it. The reactants are: [CH2:1]([NH2:8])[C:2]1[CH:7]=[CH:6][CH:5]=[CH:4][CH:3]=1.[CH:9]1([NH:15][C:16]2[C:21]([C:22](O)=[O:23])=[CH:20][N:19]=[C:18]3[NH:25][N:26]=[CH:27][C:17]=23)[CH2:14][CH2:13][CH2:12][CH2:11][CH2:10]1.CCN(C(C)C)C(C)C.CN(C(ON1N=NC2C=CC=NC1=2)=[N+](C)C)C.F[P-](F)(F)(F)(F)F. (7) Given the product [CH2:1]([O:3][C:4]1[CH:9]=[CH:8][C:7]([C:16]2[CH:21]=[CH:20][C:19]([OH:22])=[C:18]([F:23])[C:17]=2[F:24])=[C:6]([F:13])[C:5]=1[F:14])[CH3:2], predict the reactants needed to synthesize it. The reactants are: [CH2:1]([O:3][C:4]1[CH:9]=[CH:8][C:7](B(O)O)=[C:6]([F:13])[C:5]=1[F:14])[CH3:2].Br[C:16]1[CH:21]=[CH:20][C:19]([OH:22])=[C:18]([F:23])[C:17]=1[F:24].C(=O)([O-])[O-].[Na+].[Na+].Cl. (8) Given the product [Br:1][C:2]1[CH:7]=[CH:6][C:5]([O:8][CH3:9])=[C:4]([NH:10][C:11]([NH2:13])=[O:12])[CH:3]=1, predict the reactants needed to synthesize it. The reactants are: [Br:1][C:2]1[CH:7]=[CH:6][C:5]([O:8][CH3:9])=[C:4]([N:10]=[C:11]=[O:12])[CH:3]=1.[NH3:13]. (9) Given the product [CH:1]1([NH:4][C:5]([C:6]2[N:7]=[C:8]([C:12]3[CH2:13][CH2:14][N:15]([CH:21]([C:23]4[CH:24]=[CH:25][C:26]([O:29][C:30]([F:31])([F:32])[F:33])=[CH:27][CH:28]=4)[C:20]([F:35])([F:34])[F:19])[CH2:16][CH:17]=3)[CH:9]=[CH:10][CH:11]=2)=[O:18])[CH2:3][CH2:2]1, predict the reactants needed to synthesize it. The reactants are: [CH:1]1([NH:4][C:5](=[O:18])[C:6]2[CH:11]=[CH:10][CH:9]=[C:8]([C:12]3[CH2:13][CH2:14][NH:15][CH2:16][CH:17]=3)[N:7]=2)[CH2:3][CH2:2]1.[F:19][C:20]([F:35])([F:34])[C:21]([C:23]1[CH:28]=[CH:27][C:26]([O:29][C:30]([F:33])([F:32])[F:31])=[CH:25][CH:24]=1)=O.C(N(CC)CC)C.C([BH3-])#N.[Na+].